Dataset: Retrosynthesis with 50K atom-mapped reactions and 10 reaction types from USPTO. Task: Predict the reactants needed to synthesize the given product. (1) Given the product CCOC(=O)c1ccc(OCC)nc1OCC, predict the reactants needed to synthesize it. The reactants are: CCI.CCOc1ccc(C(=O)O)c(OCC)n1. (2) Given the product C[C@H]1C(=O)N(CCCN2CCC3(CC3)[C@H](O)C2)CCN1c1ccc(Cl)c(OC(F)(F)F)c1, predict the reactants needed to synthesize it. The reactants are: C[C@H]1C(=O)N(CCCN2CCC3(CC3)[C@H](O[Si](C)(C)C(C)(C)C)C2)CCN1c1ccc(Cl)c(OC(F)(F)F)c1. (3) Given the product CSC1CCCN(c2cnn(-c3cccnc3)c2)C1=O, predict the reactants needed to synthesize it. The reactants are: CS.O=C1C(Br)CCCN1c1cnn(-c2cccnc2)c1. (4) Given the product O=C(O)CC(c1ccc(Cl)cc1)c1ccc(Cl)cc1, predict the reactants needed to synthesize it. The reactants are: COC(=O)CC(c1ccc(Cl)cc1)c1ccc(Cl)cc1. (5) Given the product COCCOC(=O)N1CCC(CNC(=O)c2nccc(Sc3cnc(Nc4cc(C)ccn4)s3)c2F)(c2ccc(Cl)c(Cl)c2)CC1, predict the reactants needed to synthesize it. The reactants are: COCCOC(=O)Cl.Cc1ccnc(Nc2ncc(Sc3ccnc(C(=O)NCC4(c5ccc(Cl)c(Cl)c5)CCNCC4)c3F)s2)c1. (6) Given the product Cn1cc2c([C@H]3C[C@H]3CO)cccc2n1, predict the reactants needed to synthesize it. The reactants are: Cn1cc2c(/C=C\CO)cccc2n1.ICI. (7) The reactants are: COc1cc2c(=O)n(COC(=O)C(C)(C)C)cnc2cc1O.CS(=O)(=O)CCCO. Given the product COc1cc2c(=O)n(COC(=O)C(C)(C)C)cnc2cc1OCCCS(C)(=O)=O, predict the reactants needed to synthesize it.